This data is from Experimentally validated miRNA-target interactions with 360,000+ pairs, plus equal number of negative samples. The task is: Binary Classification. Given a miRNA mature sequence and a target amino acid sequence, predict their likelihood of interaction. (1) The miRNA is hsa-miR-3065-3p with sequence UCAGCACCAGGAUAUUGUUGGAG. Result: 0 (no interaction). The protein sequence of the target gene is MAEYDLTTRIAHFLDRHLVFPLLEFLSVKEIYNEKELLQGKLDLLSDTNMVDFAMDVYKNLYSDDIPHALREKRTTVVAQLKQLQAETEPIVKMFEDPETTRQMQSTRDGRMLFDYLADKHGFRQEYLDTLYRYAKFQYECGNYSGAAEYLYFFRVLVPATDRNALSSLWGKLASEILMQNWDAAMEDLTRLKETIDNNSVSSPLQSLQQRTWLIHWSLFVFFNHPKGRDNIIDLFLYQPQYLNAIQTMCPHILRYLTTAVITNKDVRKRRQVLKDLVKVIQQESYTYKDPITEFVECLY.... (2) The miRNA is hsa-miR-3183 with sequence GCCUCUCUCGGAGUCGCUCGGA. The protein sequence of the target gene is MELTQPAEDLIQTQQTPASELGDPEDPGEEAADGSDTVVLSLFPCTPEPVNPEPDASVSSPQAGSSLKHSTTLTNRQRGNEVSALPATLDSLSIHQLAAQGELDQLKEHLRKGDNLVNKPDERGFTPLIWASAFGEIETVRFLLEWGADPHILAKERESALSLASTGGYTDIVGLLLERDVDINIYDWNGGTPLLYAVRGNHVKCVEALLARGADLTTEADSGYTPMDLAVALGYRKVQQVIENHILKLFQSNLVPADPE. Result: 0 (no interaction). (3) The miRNA is hsa-miR-6748-5p with sequence UGUGGGUGGGAAGGACUGGAUU. The protein sequence of the target gene is MSDLGSEELEEEGENDLGEYEGERNEVGERHGHGKARLPNGDTYEGSYEFGKRHGQGTYKFKNGARYTGDYVKNKKHGQGTFIYPDGSRYEGEWADDQRHGQGVYYYVNNDTYTGEWFNHQRHGQGTYLYAETGSKYVGTWVHGQQEGAAELIHLNHRYQGKFMNKNPVGPGKYVFDIGCEQHGEYRLTDTERGEEEEEEETLVNIVPKWKALNITELALWTPTLSEEQPPPEGQGQEEPQGLTGVGDPSEDIQAEGFEGELEPRGADEDVDTFRQESQENSYDIDQGNLNFDEEPSDLQ.... Result: 0 (no interaction). (4) The miRNA is hsa-miR-212-5p with sequence ACCUUGGCUCUAGACUGCUUACU. The protein sequence of the target gene is MRRRRAGGRTMVERASKFVLVVAGSACFMLILYQYAGPGLSLGAPGGRVPPDDLDLFPTPDPHYEKKYYFPVRELERSLRFDMKGDDVIVFLHIQKTGGTTFGRHLVQNVRLEVPCDCRPGQKKCTCYRPNRRETWLFSRFSTGWSCGLHADWTELTNCVPGVLDRRDPAGLRSPRKFYYITLLRDPVSRYLSEWRHVQRGATWKTSLHMCDGRTPTPEELPPCYEGTDWSGCTLQEFMDCPYNLANNRQVRMLADLSLVGCYNLSFIPESKRAQLLLESAKKNLRGMAFFGLTEFQRKT.... Result: 0 (no interaction). (5) The miRNA is hsa-miR-1295b-3p with sequence AAUAGGCCACGGAUCUGGGCAA. The protein sequence of the target gene is MPSVMEKPSAGSGILSRSRAKTVPNGGQPHSEDDSSEEEHSHDSMIRVGTNYQAVIPECKPESPARYSNKELKGMLVWSPNHCVSDAKLDKYIAMAKEKHGYNIEQALGMLLWHKHDVEKSLADLANFTPFPDEWTVEDKVLFEQAFGFHGKCFQRIQQMLPDKLIPSLVKYYYSWKKTRSRTSVMDRQARRLGGRKDKEDSDELEEGRGGVSEGEPDPADPKREPLPSRPLNARPGPGKKEVQVSQYRHHPLRTRRRPPKGMYLSPEGLTAVSGSPDLANLTLRGLDSQLISLKRQVQS.... Result: 0 (no interaction). (6) The miRNA is hsa-miR-1287-5p with sequence UGCUGGAUCAGUGGUUCGAGUC. The protein sequence of the target gene is MRRRRSRVEGAARALPEAVAALSRCLPAGPSPEIFRRAKFDRPEAAPVLWQLLLRVLSPLAANNTWTDLAPEAQACVVKSALGSQGYPRSVLLQFPDGSSQGSRELLLALSWLLARGPLLEQLLAQTRVQLGDQLPQWEAPTSPGPPAPFVEPKSPVDLRLVEWLMGRLRFRWRCLISSQQEQCILLSKIHLYTQGCHSQQSLGHLSVAETEMLRDPESGQQLLQALESENIRLEAALEWRRRELVFWQWMDTVLDTCSPETPAVTSQPTFLPEISEGGLGELESVKQELQALQEELREV.... Result: 0 (no interaction). (7) The miRNA is hsa-miR-6754-3p with sequence UCUUCACCUGCCUCUGCCUGCA. The protein sequence of the target gene is MAARSPSSSPPPPPVRRSSRRSLRVGRGAEVHAVRSEASGLAGAAREVVADKSDLLWRGEEGSGGRRGSGRAGAAVAPVASAPAGSWWPEGLSSEEAKATRSQLLEEELSSLKEELALCQADKEFVWSLWRRLQATNPDLTQTVSLVVEREKQKSEAKDRKVLEILQVKDSKIQELEQTESVLKQELHDLVKLKTLVDEENAFLRKELCDLQKKFKDKSQEVKDAKECVQSKEEQNRLVIKNLEEENERLRTRCTDLLNDLEKLRNQEAHWRKEKHSVDTRVKVLEENLIEAKKEIESAQ.... Result: 0 (no interaction).